From a dataset of Retrosynthesis with 50K atom-mapped reactions and 10 reaction types from USPTO. Predict the reactants needed to synthesize the given product. (1) Given the product CN(C(=O)NCc1cccc(F)c1Cl)[C@@H](CCC(=O)N1CCNCC1)COC(=O)Nc1cc(-c2cccc(F)c2)on1, predict the reactants needed to synthesize it. The reactants are: CN(C(=O)NCc1cccc(F)c1Cl)[C@@H](CCC(=O)N1CCN(C(=O)OC(C)(C)C)CC1)COC(=O)Nc1cc(-c2cccc(F)c2)on1. (2) Given the product COCCN1CCN(C(=O)c2ccc(/C=C/c3n[nH]c4ccccc34)cc2)CC1=O, predict the reactants needed to synthesize it. The reactants are: COCCN1CCNCC1=O.O=C(O)c1ccc(/C=C/c2n[nH]c3ccccc23)cc1. (3) Given the product COC(=O)[C@H](CC(C)C)NC(=O)c1ccc(NCc2ncc[nH]2)cc1-c1ccccc1, predict the reactants needed to synthesize it. The reactants are: COC(=O)[C@H](CC(C)C)NC(=O)c1ccc(N)cc1-c1ccccc1.O=Cc1ncc[nH]1.